Dataset: Catalyst prediction with 721,799 reactions and 888 catalyst types from USPTO. Task: Predict which catalyst facilitates the given reaction. (1) Reactant: [CH3:1][C:2]1[C:3]([N+:15]([O-])=O)=[C:4]([CH2:8][C:9]([NH:11][CH:12]([CH3:14])[CH3:13])=[O:10])[CH:5]=[CH:6][CH:7]=1. Product: [NH2:15][C:3]1[C:2]([CH3:1])=[CH:7][CH:6]=[CH:5][C:4]=1[CH2:8][C:9]([NH:11][CH:12]([CH3:14])[CH3:13])=[O:10]. The catalyst class is: 63. (2) Reactant: [Cl:1][C:2]1[CH:3]=[C:4]([C:12]([OH:14])=O)[CH:5]=[N:6][C:7]=1[O:8][CH:9]([CH3:11])[CH3:10].C(Cl)CCl.C1C=CC2N(O)N=NC=2C=1.O[NH:30][C:31](=[NH:48])[C:32]1[CH:40]=[CH:39][CH:38]=[C:37]2[C:33]=1[CH:34]=[CH:35][N:36]2[CH2:41][CH2:42][C:43]([O:45][CH2:46][CH3:47])=[O:44]. Product: [Cl:1][C:2]1[CH:3]=[C:4]([C:12]2[O:14][N:48]=[C:31]([C:32]3[CH:40]=[CH:39][CH:38]=[C:37]4[C:33]=3[CH:34]=[CH:35][N:36]4[CH2:41][CH2:42][C:43]([O:45][CH2:46][CH3:47])=[O:44])[N:30]=2)[CH:5]=[N:6][C:7]=1[O:8][CH:9]([CH3:10])[CH3:11]. The catalyst class is: 31.